From a dataset of Forward reaction prediction with 1.9M reactions from USPTO patents (1976-2016). Predict the product of the given reaction. (1) The product is: [NH2:20][CH:17]1[CH2:18][CH2:19][N:14]([CH2:13][CH2:12][N:3]2[C:4]3[C:9](=[CH:8][CH:7]=[CH:6][N:5]=3)[CH:10]=[CH:11][C:2]2=[O:1])[CH2:15][CH2:16]1. Given the reactants [O:1]=[C:2]1[CH:11]=[CH:10][C:9]2[C:4](=[N:5][CH:6]=[CH:7][CH:8]=2)[N:3]1[CH2:12][CH2:13][N:14]1[CH2:19][CH2:18][CH:17]([NH:20]C(=O)OC(C)(C)C)[CH2:16][CH2:15]1, predict the reaction product. (2) Given the reactants [C:1]([CH:3]1[CH2:6][N:5]([C:7](=[O:48])[C@H:8]([NH:10][C:11]([C:13]2[C:21]3[C:16](=[N:17][CH:18]=[C:19]([C:22]4[C:30]5[C:25](=[CH:26][C:27]([Cl:31])=[CH:28][CH:29]=5)[N:24]([CH2:32][CH:33]5[CH2:37][O:36]C(C)(C)[O:34]5)[N:23]=4)[N:20]=3)[N:15](COCC[Si](C)(C)C)[CH:14]=2)=[O:12])[CH3:9])[CH2:4]1)#[N:2].C(O)(C(F)(F)F)=O, predict the reaction product. The product is: [C:1]([CH:3]1[CH2:6][N:5]([C:7](=[O:48])[C@H:8]([NH:10][C:11]([C:13]2[C:21]3[C:16](=[N:17][CH:18]=[C:19]([C:22]4[C:30]5[C:25](=[CH:26][C:27]([Cl:31])=[CH:28][CH:29]=5)[N:24]([CH2:32][CH:33]([OH:34])[CH2:37][OH:36])[N:23]=4)[N:20]=3)[NH:15][CH:14]=2)=[O:12])[CH3:9])[CH2:4]1)#[N:2]. (3) Given the reactants [CH3:1][C:2]1[C:3]([N:21]2[CH2:26][CH2:25][CH2:24][CH:23]([C:27]([OH:29])=O)[CH2:22]2)=[N:4][C:5]([NH:8][C:9]2[CH:14]=[C:13]([O:15][CH3:16])[C:12]([O:17][CH3:18])=[C:11]([O:19][CH3:20])[CH:10]=2)=[N:6][CH:7]=1.[CH3:30][C:31]1[CH:38]=[CH:37][C:34]([CH2:35][NH2:36])=[CH:33][CH:32]=1.CN(C(ON1N=NC2C=CC=NC1=2)=[N+](C)C)C.F[P-](F)(F)(F)(F)F, predict the reaction product. The product is: [CH3:1][C:2]1[C:3]([N:21]2[CH2:26][CH2:25][CH2:24][C@H:23]([C:27]([NH:36][CH2:35][C:34]3[CH:37]=[CH:38][C:31]([CH3:30])=[CH:32][CH:33]=3)=[O:29])[CH2:22]2)=[N:4][C:5]([NH:8][C:9]2[CH:14]=[C:13]([O:15][CH3:16])[C:12]([O:17][CH3:18])=[C:11]([O:19][CH3:20])[CH:10]=2)=[N:6][CH:7]=1. (4) Given the reactants [CH3:1][O:2][C:3]1[CH:8]=[CH:7][C:6]([CH2:9][C:10]([C:12]2[CH:17]=[CH:16][CH:15]=[CH:14][CH:13]=2)=O)=[CH:5][CH:4]=1.[CH2:18]([O:20][C:21]1[CH:22]=[C:23]([CH:26]=[C:27]([N+:30]([O-:32])=[O:31])[C:28]=1[OH:29])[CH:24]=O)[CH3:19].[NH2:33][C:34]([NH2:36])=[O:35].Cl, predict the reaction product. The product is: [CH2:18]([O:20][C:21]1[CH:22]=[C:23]([CH:24]2[C:9]([C:6]3[CH:7]=[CH:8][C:3]([O:2][CH3:1])=[CH:4][CH:5]=3)=[C:10]([C:12]3[CH:17]=[CH:16][CH:15]=[CH:14][CH:13]=3)[NH:36][C:34](=[O:35])[NH:33]2)[CH:26]=[C:27]([N+:30]([O-:32])=[O:31])[C:28]=1[OH:29])[CH3:19]. (5) Given the reactants CO[C:3](=[O:22])[C:4]1[CH:9]=[CH:8][C:7](/[CH:10]=[CH:11]/[C:12]2[C:13]([CH2:18][CH2:19][CH2:20][CH3:21])=[N:14][O:15][C:16]=2[CH3:17])=[N:6][CH:5]=1.[NH2:23][CH2:24][C:25]([CH3:28])([OH:27])[CH3:26], predict the reaction product. The product is: [CH2:18]([C:13]1[C:12](/[CH:11]=[CH:10]/[C:7]2[CH:8]=[CH:9][C:4]([C:3]([NH:23][CH2:24][C:25]([OH:27])([CH3:28])[CH3:26])=[O:22])=[CH:5][N:6]=2)=[C:16]([CH3:17])[O:15][N:14]=1)[CH2:19][CH2:20][CH3:21].